The task is: Predict the reaction yield, written as a fraction of the theoretical maximum amount of product (1.0 means a 100% yield; for example, 0.34 means a 34% yield).. This data is from Reaction yield outcomes from USPTO patents with 853,638 reactions. (1) The reactants are [O:1]1[CH:5]=[CH:4][CH:3]=[C:2]1[C:6]1[C:14]2[C:9](=[CH:10][CH:11]=[C:12]([C:15]#[N:16])[CH:13]=2)[N:8](C2CCCCO2)[N:7]=1.[N:23]([Sn](CCCC)(CCCC)CCCC)=[N+:24]=[N-:25].Cl. The catalyst is C1(C)C=CC=CC=1.O1CCOCC1. The product is [N:23]1[NH:24][N:25]=[N:16][C:15]=1[C:12]1[CH:13]=[C:14]2[C:9](=[CH:10][CH:11]=1)[NH:8][N:7]=[C:6]2[C:2]1[O:1][CH:5]=[CH:4][CH:3]=1. The yield is 0.0470. (2) The reactants are C1(O[C:8]([N:10]2[C:16]([CH3:17])=[CH:15][C:14]3[CH:18]=[CH:19][C:20]([Cl:22])=[CH:21][C:13]=3[C:12]([C:23]3[CH:28]=[CH:27][C:26]([N+:29]([O-:31])=[O:30])=[C:25]([CH3:32])[CH:24]=3)=[N:11]2)=[O:9])C=CC=CC=1.[CH3:33][NH2:34]. The catalyst is C(O)C. The product is [CH3:33][NH:34][C:8]([N:10]1[C:16]([CH3:17])=[CH:15][C:14]2[CH:18]=[CH:19][C:20]([Cl:22])=[CH:21][C:13]=2[C:12]([C:23]2[CH:28]=[CH:27][C:26]([N+:29]([O-:31])=[O:30])=[C:25]([CH3:32])[CH:24]=2)=[N:11]1)=[O:9]. The yield is 0.870. (3) The reactants are [F:1][C:2]([F:29])([F:28])/[C:3](/[C:14]1[CH:19]=[CH:18][C:17]([O:20][CH2:21][CH2:22][CH2:23][C:24]([F:27])([F:26])[F:25])=[CH:16][CH:15]=1)=[CH:4]\[C:5]([C:7]1[CH:12]=[CH:11][C:10]([CH3:13])=[CH:9][CH:8]=1)=[O:6].[NH4+:30].[OH-]. The catalyst is CS(C)=O.CCOC(C)=O. The product is [NH2:30][C@@:3]([C:14]1[CH:19]=[CH:18][C:17]([O:20][CH2:21][CH2:22][CH2:23][C:24]([F:25])([F:26])[F:27])=[CH:16][CH:15]=1)([C:2]([F:28])([F:29])[F:1])[CH2:4][C:5]([C:7]1[CH:8]=[CH:9][C:10]([CH3:13])=[CH:11][CH:12]=1)=[O:6]. The yield is 1.01. (4) The reactants are [NH2:1][C:2]1[CH:3]=[C:4]([CH:18]=[C:19]([NH2:21])[CH:20]=1)[C:5]([NH:7][C:8]1[N:13]=[CH:12][C:11]([C:14]([O:16][CH3:17])=[O:15])=[CH:10][CH:9]=1)=[O:6].[CH3:22][C:23]1[CH:31]=[CH:30][CH:29]=[CH:28][C:24]=1[C:25](O)=[O:26].CN(C(ON1N=N[C:42]2[CH:43]=[CH:44][CH:45]=N[C:41]1=2)=[N+](C)C)C.F[P-](F)(F)(F)(F)F.[CH:56](N(C(C)C)CC)(C)[CH3:57].CN([CH:68]=[O:69])C. The catalyst is C(OCC)(=O)C.CCCCCC.O. The product is [CH3:41][C:42]1[CH:57]=[CH:56][CH:45]=[CH:44][C:43]=1[C:68]([NH:1][C:2]1[CH:3]=[C:4]([CH:18]=[C:19]([NH:21][C:25](=[O:26])[C:24]2[CH:28]=[CH:29][CH:30]=[CH:31][C:23]=2[CH3:22])[CH:20]=1)[C:5]([NH:7][C:8]1[N:13]=[CH:12][C:11]([C:14]([O:16][CH3:17])=[O:15])=[CH:10][CH:9]=1)=[O:6])=[O:69]. The yield is 0.250. (5) The reactants are [F:1][C:2]([F:18])([F:17])[C:3]1[CH:8]=[CH:7][C:6]([C:9]2[CH:16]=[CH:15][C:12]([CH:13]=O)=[CH:11][CH:10]=2)=[CH:5][CH:4]=1.[CH2:19]([N:21]([CH2:25][CH3:26])[CH2:22][CH2:23][NH2:24])[CH3:20].[BH4-].[Na+].[H][H]. The catalyst is ClCCl.C(O)C. The product is [CH2:19]([N:21]([CH2:25][CH3:26])[CH2:22][CH2:23][NH:24][CH2:13][C:12]1[CH:15]=[CH:16][C:9]([C:6]2[CH:7]=[CH:8][C:3]([C:2]([F:18])([F:17])[F:1])=[CH:4][CH:5]=2)=[CH:10][CH:11]=1)[CH3:20]. The yield is 0.980.